Dataset: Catalyst prediction with 721,799 reactions and 888 catalyst types from USPTO. Task: Predict which catalyst facilitates the given reaction. (1) Reactant: [Br-].[C:2]([CH2:5][CH2:6][CH2:7][P+](C1C=CC=CC=1)(C1C=CC=CC=1)C1C=CC=CC=1)([OH:4])=[O:3].[CH3:27][O:28][C:29]1[C:36]([O:37][CH3:38])=[C:35]([O:39][CH3:40])[CH:34]=[CH:33][C:30]=1[CH:31]=O. Product: [CH3:27][O:28][C:29]1[C:36]([O:37][CH3:38])=[C:35]([O:39][CH3:40])[CH:34]=[CH:33][C:30]=1/[CH:31]=[CH:7]/[CH2:6][CH2:5][C:2]([OH:4])=[O:3]. The catalyst class is: 1. (2) Reactant: [F:1][C:2]1([F:22])[CH2:7][O:6][C:5]([NH2:8])=[N:4][C@@:3]1([C:10]1[CH:15]=[C:14]([N+:16]([O-:18])=[O:17])[C:13]([O:19]C)=[CH:12][C:11]=1[F:21])[CH3:9].B(Br)(Br)Br. Product: [NH2:8][C:5]1[O:6][CH2:7][C:2]([F:1])([F:22])[C@:3]([C:10]2[C:11]([F:21])=[CH:12][C:13]([OH:19])=[C:14]([N+:16]([O-:18])=[O:17])[CH:15]=2)([CH3:9])[N:4]=1. The catalyst class is: 4. (3) Reactant: [OH:1][C:2]1[C:3]([C:16](=[O:18])[CH3:17])=[CH:4][C:5]2[C:6]([CH3:15])([CH3:14])[CH2:7][CH2:8][C:9]([CH3:13])([CH3:12])[C:10]=2[CH:11]=1.Br[CH2:20][CH:21]=[C:22]([CH3:24])[CH3:23]. Product: [CH3:23][C:22]([CH3:24])=[CH:21][CH2:20][O:1][C:2]1[C:3]([C:16](=[O:18])[CH3:17])=[CH:4][C:5]2[C:6]([CH3:15])([CH3:14])[CH2:7][CH2:8][C:9]([CH3:12])([CH3:13])[C:10]=2[CH:11]=1. The catalyst class is: 16. (4) Product: [CH3:17][C:5]1[NH:4][CH:3]=[C:2]([CH3:1])[C:6]=1[C:7]([NH:9][CH2:10][CH2:11][N:12]1[CH2:13][CH2:14][CH2:15][CH2:16]1)=[O:8]. Reactant: [CH3:1][C:2]1[C:6]([C:7]([NH:9][CH2:10][CH2:11][N:12]2[CH2:16][CH2:15][CH2:14][CH2:13]2)=[O:8])=[C:5]([CH3:17])[NH:4][C:3]=1C(OC(C)(C)C)=O.OS(O)(=O)=O.CO.[OH-].[Na+]. The catalyst class is: 6. (5) The catalyst class is: 30. Reactant: [F:1][C:2]([F:19])([F:18])[C:3]1[CH:8]=[CH:7][C:6]([C:9]2[C:10]([C:15](Cl)=[O:16])=[CH:11][CH:12]=[CH:13][CH:14]=2)=[CH:5][CH:4]=1.Cl.[NH2:21][C:22]1[CH:27]=[CH:26][C:25]([CH:28]([CH3:33])[C:29]([O:31][CH3:32])=[O:30])=[CH:24][CH:23]=1.C(N(CC)CC)C.C(OCC)(=O)C. Product: [F:1][C:2]([F:19])([F:18])[C:3]1[CH:8]=[CH:7][C:6]([C:9]2[CH:14]=[CH:13][CH:12]=[CH:11][C:10]=2[C:15]([NH:21][C:22]2[CH:23]=[CH:24][C:25]([CH:28]([CH3:33])[C:29]([O:31][CH3:32])=[O:30])=[CH:26][CH:27]=2)=[O:16])=[CH:5][CH:4]=1. (6) Reactant: O1[C:5]2([CH2:10][CH2:9][C:8]([C:11]3[S:15][C:14]([C:16]([OH:18])=[O:17])=[C:13]([N:19]([C@H:29]4[CH2:34][CH2:33][C@H:32]([OH:35])[CH2:31][CH2:30]4)[C:20]([C@H:22]4[CH2:27][CH2:26][C@H:25]([CH3:28])[CH2:24][CH2:23]4)=[O:21])[CH:12]=3)=[CH:7][CH2:6]2)[O:4]CC1.Cl. Product: [OH:35][C@H:32]1[CH2:33][CH2:34][C@H:29]([N:19]([C:20]([C@H:22]2[CH2:23][CH2:24][C@H:25]([CH3:28])[CH2:26][CH2:27]2)=[O:21])[C:13]2[CH:12]=[C:11]([C:8]3[CH2:9][CH2:10][C:5](=[O:4])[CH2:6][CH:7]=3)[S:15][C:14]=2[C:16]([OH:18])=[O:17])[CH2:30][CH2:31]1. The catalyst class is: 76. (7) Reactant: [C:1]([NH:4][C:5]1[S:6][CH:7]=[C:8]([CH2:10][CH2:11][C:12]([OH:14])=O)[N:9]=1)(=[O:3])[CH3:2].[NH:15]([C:17](=[O:24])[CH2:18][C:19]([O:21][CH2:22][CH3:23])=[O:20])[NH2:16].C1C=CC2N(O)N=NC=2C=1.CCN=C=NCCCN(C)C.Cl. Product: [C:1]([NH:4][C:5]1[S:6][CH:7]=[C:8]([CH2:10][CH2:11][C:12]([NH:16][NH:15][C:17](=[O:24])[CH2:18][C:19]([O:21][CH2:22][CH3:23])=[O:20])=[O:14])[N:9]=1)(=[O:3])[CH3:2]. The catalyst class is: 35. (8) Reactant: [Br:1][C:2]1[C:3]([F:21])=[CH:4][C:5]([O:11][C:12]2[CH:17]=[CH:16][C:15]([O:18][CH3:19])=[CH:14][C:13]=2[F:20])=[C:6]([CH:10]=1)[C:7]([OH:9])=O. Product: [Br:1][C:2]1[C:3]([F:21])=[CH:4][C:5]2[O:11][C:12]3[C:17](=[CH:16][C:15]([O:18][CH3:19])=[CH:14][C:13]=3[F:20])[C:7](=[O:9])[C:6]=2[CH:10]=1. The catalyst class is: 25. (9) Reactant: [CH3:1][O:2][C:3](=[O:13])[CH2:4][CH2:5][CH:6]([C:10](=[O:12])[CH3:11])[C:7](=[O:9])[CH3:8].[Na].[C:15](Cl)(=[O:17])[CH3:16]. Product: [CH3:1][O:2][C:3](=[O:13])[CH2:4][CH2:5][C:6]([C:15](=[O:17])[CH3:16])([C:7](=[O:9])[CH3:8])[C:10](=[O:12])[CH3:11]. The catalyst class is: 27.